Dataset: Retrosynthesis with 50K atom-mapped reactions and 10 reaction types from USPTO. Task: Predict the reactants needed to synthesize the given product. Given the product O=C(O)C(F)(F)F, predict the reactants needed to synthesize it. The reactants are: CC(C)(C)OC(=O)N1CC[C@H](C(=O)OCc2ccccc2)C1.